From a dataset of Reaction yield outcomes from USPTO patents with 853,638 reactions. Predict the reaction yield, written as a fraction of the theoretical maximum amount of product (1.0 means a 100% yield; for example, 0.34 means a 34% yield). (1) The reactants are [Cl:1]N1C(=O)CCC1=O.[Cl:9][C:10]1[N:11]=[CH:12][C:13]([N:16]2[CH2:21][CH2:20][CH:19]([N:22]3[CH2:26][CH2:25][C@H:24]([NH:27][C:28]4[CH:33]=[CH:32][C:31]([S:34]([CH3:37])(=[O:36])=[O:35])=[CH:30][C:29]=4[F:38])[C:23]3=[O:39])[CH2:18][CH2:17]2)=[N:14][CH:15]=1. The catalyst is CC(O)=O. The product is [Cl:1][C:12]1[C:13]([N:16]2[CH2:21][CH2:20][CH:19]([N:22]3[CH2:26][CH2:25][C@H:24]([NH:27][C:28]4[CH:33]=[CH:32][C:31]([S:34]([CH3:37])(=[O:35])=[O:36])=[CH:30][C:29]=4[F:38])[C:23]3=[O:39])[CH2:18][CH2:17]2)=[N:14][CH:15]=[C:10]([Cl:9])[N:11]=1. The yield is 0.530. (2) The reactants are Br[C:2]1[CH:8]=[C:7]([N+:9]([O-:11])=[O:10])[CH:6]=[CH:5][C:3]=1[NH2:4].[CH3:12][C:13]([CH3:20])([C:18]#[CH:19])[C:14]([O:16][CH3:17])=[O:15].C(N(CC)CC)C. The catalyst is C1(C)C=CC=CC=1.O.[Cu]I.C1C=CC([P]([Pd]([P](C2C=CC=CC=2)(C2C=CC=CC=2)C2C=CC=CC=2)([P](C2C=CC=CC=2)(C2C=CC=CC=2)C2C=CC=CC=2)[P](C2C=CC=CC=2)(C2C=CC=CC=2)C2C=CC=CC=2)(C2C=CC=CC=2)C2C=CC=CC=2)=CC=1. The product is [NH2:4][C:3]1[CH:5]=[CH:6][C:7]([N+:9]([O-:11])=[O:10])=[CH:8][C:2]=1[C:19]#[C:18][C:13]([CH3:20])([CH3:12])[C:14]([O:16][CH3:17])=[O:15]. The yield is 0.0900. (3) The reactants are [Br:1][C:2]1[CH:7]=[C:6]([F:8])[CH:5]=[CH:4][C:3]=1[CH:9]1[C:14]([C:15]([O:17][CH2:18][CH3:19])=[O:16])=[C:13]([CH2:20]Br)[NH:12][C:11]([C:22]2[S:23][CH:24]=[C:25]([CH2:27][C:28]([O:30][CH3:31])=[O:29])[N:26]=2)=[N:10]1.[NH:32]1[CH2:37][CH2:36][O:35][CH2:34][C@H:33]1[C:38]([OH:40])=[O:39]. No catalyst specified. The product is [Br:1][C:2]1[CH:7]=[C:6]([F:8])[CH:5]=[CH:4][C:3]=1[CH:9]1[N:10]=[C:11]([C:22]2[S:23][CH:24]=[C:25]([CH2:27][C:28]([O:30][CH3:31])=[O:29])[N:26]=2)[NH:12][C:13]([CH2:20][N:32]2[CH2:37][CH2:36][O:35][CH2:34][C@H:33]2[C:38]([OH:40])=[O:39])=[C:14]1[C:15]([O:17][CH2:18][CH3:19])=[O:16]. The yield is 0.600. (4) The reactants are [CH3:1][O:2][C:3]1[CH:4]=[CH:5][C:6]2[N:11]=[N:10][C:9](=[O:12])[N:8]([CH2:13][CH:14]=O)[C:7]=2[CH:16]=1.[NH:17]1[CH2:22][CH2:21][CH:20]([NH:23][C:24](=[O:30])[O:25][C:26]([CH3:29])([CH3:28])[CH3:27])[CH2:19][CH2:18]1.[BH-](OC(C)=O)(OC(C)=O)OC(C)=O.[Na+].C([O-])(O)=O.[Na+]. The catalyst is C(Cl)(Cl)Cl.CO. The product is [CH3:1][O:2][C:3]1[CH:4]=[CH:5][C:6]2[N:11]=[N:10][C:9](=[O:12])[N:8]([CH2:13][CH2:14][N:17]3[CH2:18][CH2:19][CH:20]([NH:23][C:24](=[O:30])[O:25][C:26]([CH3:28])([CH3:27])[CH3:29])[CH2:21][CH2:22]3)[C:7]=2[CH:16]=1. The yield is 0.340. (5) The reactants are C(OC(=O)C)(=O)C.[CH3:8][O:9][C:10]1[CH:11]=[C:12]([C:19]([OH:21])=[O:20])[C:13](=[CH:17][CH:18]=1)[C:14]([OH:16])=O. The catalyst is O1CCCC1. The product is [CH3:8][O:9][C:10]1[CH:11]=[C:12]2[C:19](=[O:20])[O:21][C:14](=[O:16])[C:13]2=[CH:17][CH:18]=1. The yield is 0.990. (6) The product is [F:1][C:2]1[CH:3]=[C:4]2[C:8](=[CH:9][CH:10]=1)[NH:7][C:6](=[O:11])[C:5]2=[C:34]1[C:35]2[C:31](=[CH:30][C:29]([CH2:28][OH:27])=[CH:37][CH:36]=2)[CH:32]([C:39]2[CH:40]=[CH:41][CH:42]=[CH:43][CH:44]=2)[O:33]1. The yield is 0.140. The reactants are [F:1][C:2]1[CH:3]=[C:4]2[C:8](=[CH:9][CH:10]=1)[NH:7][C:6](=[O:11])[CH2:5]2.[Li+].C[Si]([N-][Si](C)(C)C)(C)C.C1COCC1.[OH:27][CH2:28][C:29]1[CH:30]=[C:31]2[C:35](=[CH:36][CH:37]=1)[C:34](=O)[O:33][CH:32]2[C:39]1[CH:44]=[CH:43][CH:42]=[CH:41][CH:40]=1. The catalyst is C1COCC1. (7) The reactants are [C:1]([O:5][C:6]([NH:8][C@@H:9]([CH2:14]I)[C:10]([O:12][CH3:13])=[O:11])=[O:7])([CH3:4])([CH3:3])[CH3:2].II.COC1C=CC=C(OC)C=1C1C=CC=CC=1P(C1CCCCC1)C1CCCCC1.Br[C:48]1[CH:53]=[CH:52][N:51]=[C:50]([O:54][CH3:55])[CH:49]=1. The catalyst is [Zn].C1C=CC(/C=C/C(/C=C/C2C=CC=CC=2)=O)=CC=1.C1C=CC(/C=C/C(/C=C/C2C=CC=CC=2)=O)=CC=1.C1C=CC(/C=C/C(/C=C/C2C=CC=CC=2)=O)=CC=1.[Pd].[Pd].O.CCOC(C)=O.CN(C=O)C. The product is [C:1]([O:5][C:6]([NH:8][C@@H:9]([CH2:14][C:48]1[CH:53]=[CH:52][N:51]=[C:50]([O:54][CH3:55])[CH:49]=1)[C:10]([O:12][CH3:13])=[O:11])=[O:7])([CH3:4])([CH3:3])[CH3:2]. The yield is 0.730. (8) The reactants are C(OC([N:8]1[CH2:12][CH2:11][CH2:10][CH:9]1[C:13](=[O:31])[NH:14][C:15]1[CH:20]=[CH:19][C:18]([C:21]2[CH:26]=[CH:25][CH:24]=[CH:23][C:22]=2[S:27]([CH3:30])(=[O:29])=[O:28])=[CH:17][CH:16]=1)=O)(C)(C)C.FC(F)(F)C(O)=O. The catalyst is C(Cl)Cl. The product is [CH3:30][S:27]([C:22]1[CH:23]=[CH:24][CH:25]=[CH:26][C:21]=1[C:18]1[CH:19]=[CH:20][C:15]([NH:14][C:13]([CH:9]2[CH2:10][CH2:11][CH2:12][NH:8]2)=[O:31])=[CH:16][CH:17]=1)(=[O:29])=[O:28]. The yield is 1.00. (9) The reactants are [CH:1]1([CH2:7][C:8]2[N+:9]([O-:38])=[C:10]([C:27](=[O:37])[NH:28][C@H:29]3[CH2:32][C@H:31]([C:33]([O:35]C)=[O:34])[CH2:30]3)[S:11][C:12]=2[C:13]2[CH:18]=[C:17]([C:19]([CH3:22])([CH3:21])[CH3:20])[N:16]=[C:15]([C:23]([CH3:26])([CH3:25])[CH3:24])[CH:14]=2)[CH2:6][CH2:5][CH2:4][CH2:3][CH2:2]1.O[Li].O. The catalyst is CO.O.Cl. The product is [C:33]([C@H:31]1[CH2:30][C@H:29]([NH:28][C:27]([C:10]2[S:11][C:12]([C:13]3[CH:14]=[C:15]([C:23]([CH3:25])([CH3:24])[CH3:26])[N:16]=[C:17]([C:19]([CH3:22])([CH3:21])[CH3:20])[CH:18]=3)=[C:8]([CH2:7][CH:1]3[CH2:6][CH2:5][CH2:4][CH2:3][CH2:2]3)[N+:9]=2[O-:38])=[O:37])[CH2:32]1)([OH:35])=[O:34]. The yield is 0.630.